Dataset: Forward reaction prediction with 1.9M reactions from USPTO patents (1976-2016). Task: Predict the product of the given reaction. Given the reactants Br[C:2]1[CH:3]=[CH:4][C:5]([F:10])=[C:6]([CH:9]=1)[CH:7]=[O:8].[F:11][C:12]1[CH:13]=[C:14](B(O)O)[CH:15]=[CH:16][CH:17]=1.C([O-])([O-])=O.[K+].[K+].CN(C=O)C, predict the reaction product. The product is: [F:10][C:5]1[CH:4]=[CH:3][C:2]([C:16]2[CH:15]=[CH:14][CH:13]=[C:12]([F:11])[CH:17]=2)=[CH:9][C:6]=1[CH:7]=[O:8].